Dataset: Reaction yield outcomes from USPTO patents with 853,638 reactions. Task: Predict the reaction yield, written as a fraction of the theoretical maximum amount of product (1.0 means a 100% yield; for example, 0.34 means a 34% yield). (1) The reactants are [CH:1]([NH:4][CH:5]([CH3:8])[CH2:6][OH:7])([CH3:3])[CH3:2].[H-].[Na+].[CH3:11][O:12][CH2:13]Cl.C(=O)([O-])O.[Na+]. The catalyst is C1COCC1. The product is [CH:1]([NH:4][CH:5]([CH3:8])[CH2:6][O:7][CH2:11][O:12][CH3:13])([CH3:3])[CH3:2]. The yield is 0.540. (2) The reactants are CS(O[CH2:6][CH2:7][C@H:8]1[C:20]2[C:19]3[C:18]([O:21][CH:22]4[CH2:27][CH2:26][CH:25]([NH:28][C:29](=[O:35])[O:30][C:31]([CH3:34])([CH3:33])[CH3:32])[CH2:24][CH2:23]4)=[N:17][CH:16]=[N:15][C:14]=3[S:13][C:12]=2[CH2:11][CH2:10][CH2:9]1)(=O)=O.[C-:36]#[N:37].[Na+]. The catalyst is CS(C)=O.C(Cl)Cl. The product is [C:36]([CH2:6][CH2:7][C@H:8]1[C:20]2[C:19]3[C:18]([O:21][CH:22]4[CH2:27][CH2:26][CH:25]([NH:28][C:29](=[O:35])[O:30][C:31]([CH3:32])([CH3:34])[CH3:33])[CH2:24][CH2:23]4)=[N:17][CH:16]=[N:15][C:14]=3[S:13][C:12]=2[CH2:11][CH2:10][CH2:9]1)#[N:37]. The yield is 0.830. (3) The reactants are [NH2:1][N+:2]1[CH:7]=[C:6]([CH3:8])[N:5]=[CH:4][C:3]=1[CH3:9].CC1C=C(C)C=C(C)C=1S([O-])(=O)=O.C(=O)([O-])[O-].[K+].[K+].[C:29]([O:37][CH3:38])(=[O:36])[C:30]#[C:31][C:32]([O:34][CH3:35])=[O:33].O. The product is [CH3:8][C:6]1[C:7]2[N:2]([N:1]=[C:30]([C:29]([O:37][CH3:38])=[O:36])[C:31]=2[C:32]([O:34][CH3:35])=[O:33])[C:3]([CH3:9])=[CH:4][N:5]=1. The catalyst is CN(C)C=O. The yield is 0.270. (4) The reactants are Br[C:2]1[C:3](=[O:21])[NH:4][C:5](=[O:20])[N:6]([C@H:8]2[C@H:15]3[C@H:11]([O:12][C:13]([CH3:17])([CH3:16])[O:14]3)[C@@H:10]([CH2:18][OH:19])[O:9]2)[CH:7]=1.C([Sn](CCCC)(CCCC)[C:27]1[CH:32]=[CH:31][CH:30]=[CH:29][N:28]=1)CCC.C(=O)(O)[O-].[Na+]. The catalyst is O1CCOCC1.C1C=CC([P]([Pd]([P](C2C=CC=CC=2)(C2C=CC=CC=2)C2C=CC=CC=2)([P](C2C=CC=CC=2)(C2C=CC=CC=2)C2C=CC=CC=2)[P](C2C=CC=CC=2)(C2C=CC=CC=2)C2C=CC=CC=2)(C2C=CC=CC=2)C2C=CC=CC=2)=CC=1. The product is [OH:19][CH2:18][C@@H:10]1[C@H:11]2[O:12][C:13]([CH3:17])([CH3:16])[O:14][C@H:15]2[C@H:8]([N:6]2[CH:7]=[C:2]([C:27]3[CH:32]=[CH:31][CH:30]=[CH:29][N:28]=3)[C:3](=[O:21])[NH:4][C:5]2=[O:20])[O:9]1. The yield is 0.230. (5) The reactants are [Br-].[CH3:2][C:3]1[CH:29]=[CH:28][C:6]([CH2:7][CH2:8][P+](C2C=CC=CC=2)(C2C=CC=CC=2)C2C=CC=CC=2)=[CH:5][CH:4]=1.[Li]CCCC.[CH:35](=O)[CH2:36][CH2:37]/[CH:38]=[CH:39]/[CH2:40][CH2:41][CH2:42][CH2:43][CH3:44]. No catalyst specified. The product is [CH2:7]([C:6]1[CH:5]=[CH:4][C:3]([CH3:2])=[CH:29][CH:28]=1)[CH:8]=[CH:35][CH2:36][CH2:37]/[CH:38]=[CH:39]/[CH2:40][CH2:41][CH2:42][CH2:43][CH3:44]. The yield is 0.570. (6) The reactants are CO[C:3]1[C:6](=[O:7])[C:5](=[O:8])[C:4]=1[NH:9][C:10]1[CH:11]=[C:12]([S:16]([N:19]2[CH2:23][CH2:22][CH2:21][C@@H:20]2[C:24]([O:26][CH3:27])=[O:25])(=[O:18])=[O:17])[CH:13]=[CH:14][CH:15]=1.[CH3:28][C:29]1[O:33][C:32]([CH:34]([NH2:40])[C:35]2([CH3:39])[CH2:38][O:37][CH2:36]2)=[CH:31][CH:30]=1. The catalyst is C(O)C. The product is [CH3:28][C:29]1[O:33][C:32]([CH:34]([NH:40][C:3]2[C:6](=[O:7])[C:5](=[O:8])[C:4]=2[NH:9][C:10]2[CH:11]=[C:12]([S:16]([N:19]3[CH2:23][CH2:22][CH2:21][C@@H:20]3[C:24]([O:26][CH3:27])=[O:25])(=[O:17])=[O:18])[CH:13]=[CH:14][CH:15]=2)[C:35]2([CH3:39])[CH2:36][O:37][CH2:38]2)=[CH:31][CH:30]=1. The yield is 0.790. (7) The reactants are [Cl:1][C:2]1[N:3]=[N:4][C:5](Cl)=[CH:6][C:7]=1[CH2:8][CH2:9][CH2:10][CH3:11].[OH-].[NH4+:14]. The catalyst is C(O)C. The product is [NH2:14][C:5]1[N:4]=[N:3][C:2]([Cl:1])=[C:7]([CH2:8][CH2:9][CH2:10][CH3:11])[CH:6]=1. The yield is 0.360. (8) The reactants are [OH:1][C:2]1[C:7](=[O:8])[CH:6]=[CH:5][N:4]([CH3:9])[C:3]=1[CH3:10].[C:11]1([CH3:21])[CH:16]=[CH:15][C:14]([S:17](Cl)(=[O:19])=[O:18])=[CH:13][CH:12]=1. The catalyst is N1C=CC=CC=1. The product is [CH3:21][C:11]1[CH:16]=[CH:15][C:14]([S:17]([O:1][C:2]2[C:7](=[O:8])[CH:6]=[CH:5][N:4]([CH3:9])[C:3]=2[CH3:10])(=[O:19])=[O:18])=[CH:13][CH:12]=1. The yield is 0.860. (9) The catalyst is [Ni].CO. The reactants are [CH3:1][C:2]1[C:10]2[N:9]=[CH:8][N:7]([CH:11]3[CH2:16][CH2:15][CH2:14][CH2:13][O:12]3)[C:6]=2[CH:5]=[CH:4][C:3]=1[C:17]#[N:18]. The product is [CH3:1][C:2]1[C:10]2[N:9]=[CH:8][N:7]([CH:11]3[CH2:16][CH2:15][CH2:14][CH2:13][O:12]3)[C:6]=2[CH:5]=[CH:4][C:3]=1[CH2:17][NH2:18]. The yield is 0.700.